This data is from Peptide-MHC class II binding affinity with 134,281 pairs from IEDB. The task is: Regression. Given a peptide amino acid sequence and an MHC pseudo amino acid sequence, predict their binding affinity value. This is MHC class II binding data. (1) The peptide sequence is GELQIVDKKDAAFKI. The MHC is DRB1_1101 with pseudo-sequence DRB1_1101. The binding affinity (normalized) is 0.652. (2) The MHC is HLA-DQA10201-DQB10303 with pseudo-sequence HLA-DQA10201-DQB10303. The peptide sequence is PGQQRSIQDNQVAYL. The binding affinity (normalized) is 0.420. (3) The peptide sequence is KLPWKNESSIKVIKQ. The MHC is DRB1_0401 with pseudo-sequence DRB1_0401. The binding affinity (normalized) is 0.438. (4) The peptide sequence is ILSEGNSFTAPNESY. The MHC is DRB3_0101 with pseudo-sequence DRB3_0101. The binding affinity (normalized) is 0.235. (5) The peptide sequence is LRYYRITYGETGGNS. The MHC is HLA-DQA10301-DQB10302 with pseudo-sequence HLA-DQA10301-DQB10302. The binding affinity (normalized) is 0.103. (6) The peptide sequence is FEVDQTKIQYVIRAQ. The MHC is DRB1_0901 with pseudo-sequence DRB1_0901. The binding affinity (normalized) is 0.400. (7) The peptide sequence is GFIGFCKSMGSKCVR. The MHC is H-2-IAb with pseudo-sequence H-2-IAb. The binding affinity (normalized) is 0.312.